Regression. Given two drug SMILES strings and cell line genomic features, predict the synergy score measuring deviation from expected non-interaction effect. From a dataset of NCI-60 drug combinations with 297,098 pairs across 59 cell lines. Drug 1: C1=NC(=NC(=O)N1C2C(C(C(O2)CO)O)O)N. Drug 2: CC12CCC3C(C1CCC2O)C(CC4=C3C=CC(=C4)O)CCCCCCCCCS(=O)CCCC(C(F)(F)F)(F)F. Cell line: LOX IMVI. Synergy scores: CSS=6.39, Synergy_ZIP=-7.83, Synergy_Bliss=-9.84, Synergy_Loewe=-14.1, Synergy_HSA=-10.0.